Dataset: Full USPTO retrosynthesis dataset with 1.9M reactions from patents (1976-2016). Task: Predict the reactants needed to synthesize the given product. (1) Given the product [Cl:1][C:2]1[C:10]([Cl:11])=[C:9]2[C:5]([CH2:6][C:7]([CH:14]3[CH2:18][CH2:17][CH2:16][CH2:15]3)([CH3:13])[C:8]2=[O:12])=[CH:4][C:3]=1[O:19][CH2:20][CH2:21][CH2:22][C:23]1[NH:27][N:26]=[N:25][N:24]=1, predict the reactants needed to synthesize it. The reactants are: [Cl:1][C:2]1[C:10]([Cl:11])=[C:9]2[C:5]([CH2:6][C:7]([CH:14]3[CH2:18][CH2:17][CH2:16][CH2:15]3)([CH3:13])[C:8]2=[O:12])=[CH:4][C:3]=1[O:19][CH2:20][CH2:21][CH2:22][C:23]#[N:24].[N:25]([Si](C)(C)C)=[N+:26]=[N-:27].C([Sn](=O)CCCC)CCC. (2) Given the product [F:1][C:2]1[CH:7]=[C:6]([F:8])[C:5]([O:9][CH3:10])=[CH:4][C:3]=1[C:11]1[CH:16]=[CH:15][N:14]=[CH:13][C:12]=1[N:17]([CH3:18])[C:26](=[O:28])[C:25]1[CH:29]=[C:30]([C:32]([F:35])([F:34])[F:33])[CH:31]=[C:23]([S:20]([CH3:19])(=[O:21])=[O:22])[CH:24]=1, predict the reactants needed to synthesize it. The reactants are: [F:1][C:2]1[CH:7]=[C:6]([F:8])[C:5]([O:9][CH3:10])=[CH:4][C:3]=1[C:11]1[CH:16]=[CH:15][N:14]=[CH:13][C:12]=1[NH:17][CH3:18].[CH3:19][S:20]([C:23]1[CH:24]=[C:25]([CH:29]=[C:30]([C:32]([F:35])([F:34])[F:33])[CH:31]=1)[C:26]([OH:28])=O)(=[O:22])=[O:21].O=P(Cl)(Cl)Cl. (3) Given the product [I:16][C:7]1[CH:8]=[C:9]2[C:4](=[CH:5][CH:6]=1)[O:3][C:2]([O:21][CH3:17])=[C:11]([CH2:12][CH2:13][CH3:14])[C:10]2=[O:15], predict the reactants needed to synthesize it. The reactants are: N[C:2]1[O:3][C:4]2[C:9]([C:10](=[O:15])[C:11]=1[CH2:12][CH2:13][CH3:14])=[CH:8][C:7]([I:16])=[CH:6][CH:5]=2.[C:17]([O:21]N=O)(C)(C)C.O. (4) Given the product [C:19]([O:18][C:16]([N:23]1[CH2:28][CH2:27][C:26]([C:2]2[CH:7]=[C:6]([Cl:8])[CH:5]=[CH:4][C:3]=2[O:9][CH3:10])([OH:29])[CH2:25][CH2:24]1)=[O:17])([CH3:22])([CH3:20])[CH3:21], predict the reactants needed to synthesize it. The reactants are: Br[C:2]1[CH:7]=[C:6]([Cl:8])[CH:5]=[CH:4][C:3]=1[O:9][CH3:10].C([Li])CCC.[C:16]([N:23]1[CH2:28][CH2:27][C:26](=[O:29])[CH2:25][CH2:24]1)([O:18][C:19]([CH3:22])([CH3:21])[CH3:20])=[O:17].S([O-])(O)(=O)=O.[Na+].S([O-])([O-])(=O)=O.[Na+].[Na+]. (5) Given the product [OH:1][C@H:2]1[CH2:6][N:5]([CH3:13])[C@H:4]([C:7]([O:9][CH3:10])=[O:8])[CH2:3]1, predict the reactants needed to synthesize it. The reactants are: [OH:1][C@H:2]1[CH2:6][NH:5][C@H:4]([C:7]([O:9][CH3:10])=[O:8])[CH2:3]1.C=O.[C:13]([BH3-])#N.[Na+]. (6) Given the product [Cl:13][C:11]1[CH:12]=[C:4]2[C:5](=[CH:9][C:10]=1[Cl:14])[C:6](=[O:8])[O:15][CH2:3]2, predict the reactants needed to synthesize it. The reactants are: CO[C:3](=[O:15])[C:4]1[C:5](=[CH:9][C:10]([Cl:14])=[C:11]([Cl:13])[CH:12]=1)[C:6]([OH:8])=O.C(N(CC)CC)C.ClC(OCC)=O. (7) Given the product [C:28]([C:2]1[CH:11]=[CH:10][CH:9]=[C:8]2[C:3]=1[CH:4]=[CH:5][N:6]=[C:7]2[CH2:12][CH2:13][C:14]([O:16][C:17]([CH3:20])([CH3:19])[CH3:18])=[O:15])#[N:30], predict the reactants needed to synthesize it. The reactants are: Br[C:2]1[CH:11]=[CH:10][CH:9]=[C:8]2[C:3]=1[CH:4]=[CH:5][N:6]=[C:7]2[CH2:12][CH2:13][C:14]([O:16][C:17]([CH3:20])([CH3:19])[CH3:18])=[O:15].C(=O)([O-])[O-].[Na+].[Na+].C[C:28]([N:30](C)C)=O. (8) Given the product [CH2:21]([O:15][C:13]1[C:12]2[CH:16]=[C:17]([F:20])[CH:18]=[CH:19][C:11]=2[O:10][CH:9]=[C:8]([C:5]2[CH:4]=[CH:3][C:2]([Br:1])=[CH:7][CH:6]=2)[N:14]=1)[C:22]1[CH:27]=[CH:26][CH:25]=[CH:24][CH:23]=1, predict the reactants needed to synthesize it. The reactants are: [Br:1][C:2]1[CH:7]=[CH:6][C:5]([C:8]2[NH:14][C:13](=[O:15])[C:12]3[CH:16]=[C:17]([F:20])[CH:18]=[CH:19][C:11]=3[O:10][CH:9]=2)=[CH:4][CH:3]=1.[CH2:21](Br)[C:22]1[CH:27]=[CH:26][CH:25]=[CH:24][CH:23]=1. (9) The reactants are: [C:1]([C:3]1[CH:4]=[C:5]([N:9]2[CH2:14][CH2:13][CH2:12][CH2:11][C@H:10]2[C:15]([OH:17])=[O:16])[CH:6]=[CH:7][CH:8]=1)#[N:2].[ClH:18].[NH2:19]O.[OH-].[K+].C(OC(=O)C)(=O)C. Given the product [ClH:18].[NH2:2][C:1](=[NH:19])[C:3]1[CH:4]=[C:5]([N:9]2[CH2:14][CH2:13][CH2:12][CH2:11][C@H:10]2[C:15]([OH:17])=[O:16])[CH:6]=[CH:7][CH:8]=1, predict the reactants needed to synthesize it.